Task: Regression. Given a peptide amino acid sequence and an MHC pseudo amino acid sequence, predict their binding affinity value. This is MHC class I binding data.. Dataset: Peptide-MHC class I binding affinity with 185,985 pairs from IEDB/IMGT (1) The peptide sequence is DGLYNISL. The MHC is Mamu-B01 with pseudo-sequence Mamu-B01. The binding affinity (normalized) is 0. (2) The peptide sequence is VMWKCLIRL. The MHC is HLA-A68:02 with pseudo-sequence HLA-A68:02. The binding affinity (normalized) is 0.174. (3) The peptide sequence is MLKLFTHDI. The MHC is HLA-A02:01 with pseudo-sequence HLA-A02:01. The binding affinity (normalized) is 0.390. (4) The binding affinity (normalized) is 0.0847. The peptide sequence is SLYPPCLFK. The MHC is HLA-B07:02 with pseudo-sequence HLA-B07:02. (5) The peptide sequence is RKKLRPRWL. The MHC is HLA-B08:01 with pseudo-sequence HLA-B08:01. The binding affinity (normalized) is 0.122. (6) The peptide sequence is YLDVDLHPA. The MHC is HLA-A02:01 with pseudo-sequence HLA-A02:01. The binding affinity (normalized) is 0.847. (7) The peptide sequence is KVLCPYMPK. The MHC is HLA-A03:01 with pseudo-sequence HLA-A03:01. The binding affinity (normalized) is 0.415.